Dataset: Full USPTO retrosynthesis dataset with 1.9M reactions from patents (1976-2016). Task: Predict the reactants needed to synthesize the given product. (1) Given the product [N:20]([C@@H:23]1[CH2:24][C@@H:25]([OH:38])[C@@H:26]([CH2:27][O:28][Si:29]([C:32]([CH3:35])([CH3:34])[CH3:33])([CH3:30])[CH3:31])[O:36][CH2:37]1)=[N+:21]=[N-:22], predict the reactants needed to synthesize it. The reactants are: C([BH-](C(CC)C)C(CC)C)(CC)C.[Li+].O1CCCC1.[N:20]([C@H:23]1[CH2:37][O:36][C@H:26]([CH2:27][O:28][Si:29]([C:32]([CH3:35])([CH3:34])[CH3:33])([CH3:31])[CH3:30])[C:25](=[O:38])[CH2:24]1)=[N+:21]=[N-:22].Cl. (2) The reactants are: [F:1][C:2]([F:23])([F:22])[C:3]1[CH:4]=[C:5]([C:9]2[S:10][C:11]3[C:12](=[C:14]([C:18]([O:20]C)=[O:19])[CH:15]=[CH:16][CH:17]=3)[N:13]=2)[CH:6]=[CH:7][CH:8]=1.[OH-].[Na+].Cl. Given the product [F:23][C:2]([F:1])([F:22])[C:3]1[CH:4]=[C:5]([C:9]2[S:10][C:11]3[C:12](=[C:14]([C:18]([OH:20])=[O:19])[CH:15]=[CH:16][CH:17]=3)[N:13]=2)[CH:6]=[CH:7][CH:8]=1, predict the reactants needed to synthesize it. (3) Given the product [C:22]([C:26]1[CH:27]=[C:28]([C:37]2[O:38][CH:39]=[C:40]([CH2:42][CH2:43][I:20])[N:41]=2)[CH:29]=[C:30]([C:33]([CH3:36])([CH3:35])[CH3:34])[C:31]=1[OH:32])([CH3:25])([CH3:24])[CH3:23], predict the reactants needed to synthesize it. The reactants are: C1(P(C2C=CC=CC=2)C2C=CC=CC=2)C=CC=CC=1.[I:20]I.[C:22]([C:26]1[CH:27]=[C:28]([C:37]2[O:38][CH:39]=[C:40]([CH2:42][CH2:43]O)[N:41]=2)[CH:29]=[C:30]([C:33]([CH3:36])([CH3:35])[CH3:34])[C:31]=1[OH:32])([CH3:25])([CH3:24])[CH3:23].N1C=CN=C1. (4) Given the product [C:1]([N:4]1[CH2:8][CH2:7][CH:6]([C:10]2[CH:15]=[CH:14][CH:13]=[CH:12][CH:11]=2)[C:5]1([C:21]([O:23][CH2:24][CH3:25])=[O:22])[C:16]([O:18][CH2:19][CH3:20])=[O:17])(=[O:3])[CH3:2], predict the reactants needed to synthesize it. The reactants are: [C:1]([N:4]1[CH:8](O)[CH2:7][CH:6]([C:10]2[CH:15]=[CH:14][CH:13]=[CH:12][CH:11]=2)[C:5]1([C:21]([O:23][CH2:24][CH3:25])=[O:22])[C:16]([O:18][CH2:19][CH3:20])=[O:17])(=[O:3])[CH3:2].C([SiH](CC)CC)C.FC(F)(F)C(O)=O. (5) Given the product [CH2:11]([O:10][C:8](=[O:9])[C:7]([C:5]#[N:6])=[N:1][OH:3])[CH3:12], predict the reactants needed to synthesize it. The reactants are: [N:1]([O-:3])=O.[Na+].[C:5]([CH2:7][C:8]([O:10][CH2:11][CH3:12])=[O:9])#[N:6].P(=O)(O)(O)O.Cl. (6) Given the product [CH2:1]([C:3]1[CH:4]=[CH:5][C:6]([CH:9]2[CH2:10][CH:11]([C:23]3[O:24][N:36]=[C:34]([C:27]4[CH:32]=[CH:31][CH:30]=[CH:29][C:28]=4[CH3:33])[N:35]=3)[CH2:12][N:13]([C:15]([N:17]3[CH2:22][CH2:21][O:20][CH2:19][CH2:18]3)=[O:16])[CH2:14]2)=[CH:7][CH:8]=1)[CH3:2], predict the reactants needed to synthesize it. The reactants are: [CH2:1]([C:3]1[CH:8]=[CH:7][C:6]([CH:9]2[CH2:14][N:13]([C:15]([N:17]3[CH2:22][CH2:21][O:20][CH2:19][CH2:18]3)=[O:16])[CH2:12][CH:11]([C:23](O)=[O:24])[CH2:10]2)=[CH:5][CH:4]=1)[CH3:2].O[C:27]1([C:34](=[NH:36])[NH2:35])[CH:32]=[CH:31][CH:30]=[CH:29][CH:28]1[CH3:33]. (7) Given the product [CH3:23][O:24][C:25]1[CH:26]=[C:27]([CH:30]=[CH:31][CH:32]=1)[CH2:28][NH:29][C:7]1[CH:8]=[C:9]2[C:4](=[CH:5][CH:6]=1)[N:3]=[C:2]([NH:22][CH2:21][CH2:20][O:13][C:14]1[CH:19]=[CH:18][CH:17]=[CH:16][CH:15]=1)[CH:11]=[CH:10]2, predict the reactants needed to synthesize it. The reactants are: Cl[C:2]1[CH:11]=[CH:10][C:9]2[C:4](=[CH:5][CH:6]=[C:7](Cl)[CH:8]=2)[N:3]=1.[O:13]([CH2:20][CH2:21][NH2:22])[C:14]1[CH:19]=[CH:18][CH:17]=[CH:16][CH:15]=1.[CH3:23][O:24][C:25]1[CH:26]=[C:27]([CH:30]=[CH:31][CH:32]=1)[CH2:28][NH2:29]. (8) Given the product [Cl:1][C@@:2]1([F:38])[C@H:6]([OH:7])[C@@H:5]([CH2:18][OH:19])[O:4][C@H:3]1[N:30]1[CH:35]=[CH:34][C:33](=[O:36])[NH:32][C:31]1=[O:37], predict the reactants needed to synthesize it. The reactants are: [Cl:1][C@@:2]1([F:38])[C@H:6]([O:7][Si](C(C)C)(C(C)C)C(C)C)[C@@H:5]([CH2:18][O:19][Si](C(C)C)(C(C)C)C(C)C)[O:4][C@H:3]1[N:30]1[CH:35]=[CH:34][C:33](=[O:36])[NH:32][C:31]1=[O:37].C([O-])(=O)C.[NH4+]. (9) Given the product [CH2:1]([O:3][C:4](=[O:18])[CH2:5][CH:6]1[CH2:15][CH2:14][C:13]2[C:8](=[CH:9][CH:10]=[C:11]([O:16][CH3:17])[CH:12]=2)[CH2:7]1)[CH3:2], predict the reactants needed to synthesize it. The reactants are: [CH2:1]([O:3][C:4](=[O:18])[CH:5]=[C:6]1[CH2:15][CH2:14][C:13]2[C:8](=[CH:9][CH:10]=[C:11]([O:16][CH3:17])[CH:12]=2)[CH2:7]1)[CH3:2]. (10) Given the product [CH2:1]([S:3][C:4]1[CH:9]=[CH:8][CH:7]=[CH:6][C:5]=1[C:10]1[N:19]([CH3:20])[C:13]2=[N:14][CH:15]=[C:16]([C:24]([F:29])([F:28])[C:23]([F:31])([F:30])[C:22]([F:33])([F:32])[F:21])[CH:17]=[C:12]2[N:11]=1)[CH3:2], predict the reactants needed to synthesize it. The reactants are: [CH2:1]([S:3][C:4]1[CH:9]=[CH:8][CH:7]=[CH:6][C:5]=1[C:10]1[N:19]([CH3:20])[C:13]2=[N:14][CH:15]=[C:16](I)[CH:17]=[C:12]2[N:11]=1)[CH3:2].[F:21][C:22]([F:33])([F:32])[C:23]([F:31])([F:30])[C:24]([F:29])([F:28])C([O-])=O.[Na+].C(=O)([O-])O.[Na+].O.N.